Dataset: Catalyst prediction with 721,799 reactions and 888 catalyst types from USPTO. Task: Predict which catalyst facilitates the given reaction. (1) Reactant: C([NH:4][C:5]1[CH:6]=[C:7]([N:11]2[C:16](=[O:17])[C:15]([CH2:18][C:19]3[CH:20]=[N:21][CH:22]=[CH:23][CH:24]=3)=[N:14][C:13]3[CH:25]=[CH:26][CH:27]=[N:28][C:12]2=3)[CH:8]=[CH:9][CH:10]=1)(=O)C.C(=O)(O)[O-].[Na+]. Product: [NH2:4][C:5]1[CH:6]=[C:7]([N:11]2[C:16](=[O:17])[C:15]([CH2:18][C:19]3[CH:20]=[N:21][CH:22]=[CH:23][CH:24]=3)=[N:14][C:13]3[CH:25]=[CH:26][CH:27]=[N:28][C:12]2=3)[CH:8]=[CH:9][CH:10]=1. The catalyst class is: 33. (2) Reactant: [Cl:1][C:2]1[N:7]=[C:6](Cl)[C:5]([Cl:9])=[CH:4][N:3]=1.[NH:10]1[C:14]2[CH2:15][CH2:16][NH:17][CH2:18][CH2:19][C:13]=2[N:12]=[CH:11]1.C(N(C(C)C)C(C)C)C. Product: [Cl:1][C:2]1[N:7]=[C:6]([N:17]2[CH2:16][CH2:15][C:14]3[N:10]=[CH:11][NH:12][C:13]=3[CH2:19][CH2:18]2)[C:5]([Cl:9])=[CH:4][N:3]=1. The catalyst class is: 32. (3) Reactant: [H-].[H-].[H-].[H-].[Li+].[Al+3].[F:7][C:8]1[CH:13]=[CH:12][CH:11]=[C:10]([F:14])[C:9]=1[CH2:15][CH2:16][C:17](OCC)=[O:18].C(C(C(C([O-])=O)O)O)([O-])=O.[Na+].[K+]. Product: [F:7][C:8]1[CH:13]=[CH:12][CH:11]=[C:10]([F:14])[C:9]=1[CH2:15][CH2:16][CH2:17][OH:18]. The catalyst class is: 56. (4) Reactant: [CH2:1]([N:8]([CH2:17][C:18]1[CH:23]=[CH:22][CH:21]=[CH:20][CH:19]=1)[C:9]1[CH:10]=[CH:11][C:12]([C:15]#N)=[N:13][CH:14]=1)[C:2]1[CH:7]=[CH:6][CH:5]=[CH:4][CH:3]=1.CC(C[AlH]CC(C)C)C.C1(C)C=CC=CC=1.[O:40]1CCCC1. Product: [CH2:1]([N:8]([CH2:17][C:18]1[CH:23]=[CH:22][CH:21]=[CH:20][CH:19]=1)[C:9]1[CH:10]=[CH:11][C:12]([CH:15]=[O:40])=[N:13][CH:14]=1)[C:2]1[CH:7]=[CH:6][CH:5]=[CH:4][CH:3]=1. The catalyst class is: 6. (5) Reactant: C[N:2]([CH:4]=[C:5]1[CH2:10][CH2:9][N:8]([C:11]([O:13][C:14]([CH3:17])([CH3:16])[CH3:15])=[O:12])[CH2:7][C:6]1=O)C.O.[NH2:20]N. Product: [NH:20]1[C:6]2[CH2:7][N:8]([C:11]([O:13][C:14]([CH3:17])([CH3:16])[CH3:15])=[O:12])[CH2:9][CH2:10][C:5]=2[CH:4]=[N:2]1. The catalyst class is: 14. (6) Reactant: [NH:1](C(OC(C)(C)C)=O)[C@H:2]([C:13]([N:15]1[CH2:47][CH2:46][CH2:45][C@H:16]1[C:17]([NH:19][C@H:20]([C:42]([NH2:44])=[O:43])[CH2:21][S:22][C:23]([C:36]1[CH:41]=[CH:40][CH:39]=[CH:38][CH:37]=1)([C:30]1[CH:35]=[CH:34][CH:33]=[CH:32][CH:31]=1)[C:24]1[CH:29]=[CH:28][CH:27]=[CH:26][CH:25]=1)=[O:18])=[O:14])[CH2:3][C:4]1[C:12]2[C:7](=[CH:8][CH:9]=[CH:10][CH:11]=2)[NH:6][CH:5]=1.C(O)=O.C(OCC)(=O)C. Product: [NH2:1][C@H:2]([C:13]([N:15]1[CH2:47][CH2:46][CH2:45][C@H:16]1[C:17]([NH:19][C@H:20]([C:42]([NH2:44])=[O:43])[CH2:21][S:22][C:23]([C:24]1[CH:25]=[CH:26][CH:27]=[CH:28][CH:29]=1)([C:30]1[CH:31]=[CH:32][CH:33]=[CH:34][CH:35]=1)[C:36]1[CH:41]=[CH:40][CH:39]=[CH:38][CH:37]=1)=[O:18])=[O:14])[CH2:3][C:4]1[C:12]2[C:7](=[CH:8][CH:9]=[CH:10][CH:11]=2)[NH:6][CH:5]=1. The catalyst class is: 6. (7) Reactant: [O:1]=[C:2]1[C:6]2([CH2:11][CH2:10][N:9](C(OCC3C=CC=CC=3)=O)[CH2:8][CH2:7]2)[CH2:5][CH2:4][N:3]1[C:22]1[C:30]2[C:25](=[CH:26][N:27]=[C:28]([C:31]3[CH:32]=[N:33][CH:34]=[CH:35][CH:36]=3)[CH:29]=2)[N:24](COCC[Si](C)(C)C)[N:23]=1. Product: [N:33]1[CH:34]=[CH:35][CH:36]=[C:31]([C:28]2[CH:29]=[C:30]3[C:22]([N:3]4[CH2:4][CH2:5][C:6]5([CH2:7][CH2:8][NH:9][CH2:10][CH2:11]5)[C:2]4=[O:1])=[N:23][NH:24][C:25]3=[CH:26][N:27]=2)[CH:32]=1. The catalyst class is: 126.